Dataset: NCI-60 drug combinations with 297,098 pairs across 59 cell lines. Task: Regression. Given two drug SMILES strings and cell line genomic features, predict the synergy score measuring deviation from expected non-interaction effect. (1) Drug 1: CC1CCC2CC(C(=CC=CC=CC(CC(C(=O)C(C(C(=CC(C(=O)CC(OC(=O)C3CCCCN3C(=O)C(=O)C1(O2)O)C(C)CC4CCC(C(C4)OC)O)C)C)O)OC)C)C)C)OC. Drug 2: CNC(=O)C1=NC=CC(=C1)OC2=CC=C(C=C2)NC(=O)NC3=CC(=C(C=C3)Cl)C(F)(F)F. Cell line: MCF7. Synergy scores: CSS=3.48, Synergy_ZIP=1.93, Synergy_Bliss=2.79, Synergy_Loewe=2.82, Synergy_HSA=0.943. (2) Drug 1: C1=C(C(=O)NC(=O)N1)F. Drug 2: CCC1(CC2CC(C3=C(CCN(C2)C1)C4=CC=CC=C4N3)(C5=C(C=C6C(=C5)C78CCN9C7C(C=CC9)(C(C(C8N6C=O)(C(=O)OC)O)OC(=O)C)CC)OC)C(=O)OC)O.OS(=O)(=O)O. Cell line: MOLT-4. Synergy scores: CSS=57.5, Synergy_ZIP=1.39, Synergy_Bliss=3.40, Synergy_Loewe=-17.2, Synergy_HSA=1.76. (3) Drug 1: CCCCCOC(=O)NC1=NC(=O)N(C=C1F)C2C(C(C(O2)C)O)O. Drug 2: N.N.Cl[Pt+2]Cl. Cell line: UO-31. Synergy scores: CSS=12.6, Synergy_ZIP=-4.85, Synergy_Bliss=-1.11, Synergy_Loewe=-6.21, Synergy_HSA=-1.22.